From a dataset of Reaction yield outcomes from USPTO patents with 853,638 reactions. Predict the reaction yield, written as a fraction of the theoretical maximum amount of product (1.0 means a 100% yield; for example, 0.34 means a 34% yield). (1) The reactants are [C:1]1([C:7]2[N:12]=[CH:11][C:10](B(O)O)=[CH:9][CH:8]=2)[CH:6]=[CH:5][CH:4]=[CH:3][CH:2]=1.Br[C:17]1[CH:18]=[C:19]([C:29]2[N:34]=[C:33]([C:35]3[CH:36]=[C:37]([C:42]4[CH:47]=[CH:46][CH:45]=[CH:44][CH:43]=4)[CH:38]=[C:39](Br)[CH:40]=3)[N:32]=[C:31]([C:48]3[CH:53]=[CH:52][CH:51]=[CH:50][CH:49]=3)[N:30]=2)[CH:20]=[C:21]([C:23]2[CH:28]=[CH:27][CH:26]=[CH:25][CH:24]=2)[CH:22]=1.[C:63](P([C:63]([CH3:66])([CH3:65])[CH3:64])[C:63]([CH3:66])([CH3:65])[CH3:64])([CH3:66])([CH3:65])[CH3:64].[OH-].[Na+]. The catalyst is O1CCCC1.C([O-])(=O)C.[Pd+2].C([O-])(=O)C.C1(C)C=CC=CC=1. The product is [C:1]1([C:7]2[N:12]=[CH:11][C:10]([C:17]3[CH:18]=[C:19]([C:29]4[N:34]=[C:33]([C:35]5[CH:36]=[C:37]([C:42]6[CH:47]=[CH:46][CH:45]=[CH:44][CH:43]=6)[CH:38]=[C:39]([C:10]6[CH:11]=[N:12][C:66]([C:63]7[CH:64]=[CH:6][CH:1]=[CH:2][CH:65]=7)=[CH:8][CH:9]=6)[CH:40]=5)[N:32]=[C:31]([C:48]5[CH:53]=[CH:52][CH:51]=[CH:50][CH:49]=5)[N:30]=4)[CH:20]=[C:21]([C:23]4[CH:28]=[CH:27][CH:26]=[CH:25][CH:24]=4)[CH:22]=3)=[CH:9][CH:8]=2)[CH:6]=[CH:5][CH:4]=[CH:3][CH:2]=1. The yield is 0.630. (2) The reactants are [Cl:1][C:2]1[C:7]([CH3:8])=[CH:6][N:5]=[C:4]([C:9]([OH:11])=O)[CH:3]=1.[CH:12]1([N:15]2[CH:19]=[N:18][N:17]=[C:16]2[C:20]2[N:25]=[C:24]([NH2:26])[CH:23]=[CH:22][CH:21]=2)[CH2:14][CH2:13]1.F[P-](F)(F)(F)(F)F.N1(OC(N(C)C)=[N+](C)C)C2N=CC=CC=2N=N1.CN1CCOCC1. The catalyst is CN(C)C=O. The product is [Cl:1][C:2]1[C:7]([CH3:8])=[CH:6][N:5]=[C:4]([C:9]([NH:26][C:24]2[CH:23]=[CH:22][CH:21]=[C:20]([C:16]3[N:15]([CH:12]4[CH2:14][CH2:13]4)[CH:19]=[N:18][N:17]=3)[N:25]=2)=[O:11])[CH:3]=1. The yield is 0.470.